From a dataset of Catalyst prediction with 721,799 reactions and 888 catalyst types from USPTO. Predict which catalyst facilitates the given reaction. (1) Reactant: Cl[C:2]1[N:11]=[C:10]([C:12]2[CH:13]=[C:14]([NH2:18])[CH:15]=[CH:16][CH:17]=2)[C:9]2[C:4](=[CH:5][C:6]([O:21][CH3:22])=[C:7]([O:19][CH3:20])[CH:8]=2)[N:3]=1.O1CCCC1.C(O)(C)C.[CH3:32][NH2:33]. Product: [NH2:18][C:14]1[CH:13]=[C:12]([C:10]2[C:9]3[C:4](=[CH:5][C:6]([O:21][CH3:22])=[C:7]([O:19][CH3:20])[CH:8]=3)[N:3]=[C:2]([CH2:32][NH2:33])[N:11]=2)[CH:17]=[CH:16][CH:15]=1. The catalyst class is: 5. (2) Reactant: [C:1](=O)([O-])[O-].[K+].[K+].IC.[Cl:9][C:10]1[C:19]([OH:20])=[CH:18][C:13]([C:14]([O:16][CH3:17])=[O:15])=[CH:12][N:11]=1. Product: [Cl:9][C:10]1[C:19]([O:20][CH3:1])=[CH:18][C:13]([C:14]([O:16][CH3:17])=[O:15])=[CH:12][N:11]=1. The catalyst class is: 9. (3) Reactant: [NH:1]1[C:9]2[C:4](=[CH:5][C:6]([CH:10]=[O:11])=[CH:7][CH:8]=2)[CH:3]=[N:2]1.[Cl:12]N1C(=O)CCC1=O. Product: [Cl:12][C:3]1[C:4]2[C:9](=[CH:8][CH:7]=[C:6]([CH:10]=[O:11])[CH:5]=2)[NH:1][N:2]=1. The catalyst class is: 10. (4) The catalyst class is: 1. Product: [OH:8][CH2:7][CH2:6][CH2:5][CH2:4][CH2:3][CH2:2][NH:1][C:14](=[O:15])[O:13][C:10]([CH3:12])([CH3:11])[CH3:9]. Reactant: [NH2:1][CH2:2][CH2:3][CH2:4][CH2:5][CH2:6][CH2:7][OH:8].[CH3:9][C:10]([O:13][C:14](O[C:14]([O:13][C:10]([CH3:12])([CH3:11])[CH3:9])=[O:15])=[O:15])([CH3:12])[CH3:11].